From a dataset of Full USPTO retrosynthesis dataset with 1.9M reactions from patents (1976-2016). Predict the reactants needed to synthesize the given product. Given the product [F:33][C:10]1[C:11]2[CH2:15][NH:14][C:13](=[O:16])[C:12]=2[C:7]([C:5]2[CH:4]=[N:3][N:2]([CH3:1])[CH:6]=2)=[N:8][C:9]=1[NH:17][C@@H:18]1[CH2:23][CH2:22][CH2:21][CH2:20][C@@H:19]1[NH:24][C:25](=[O:31])[O:26][C:27]([CH3:28])([CH3:30])[CH3:29], predict the reactants needed to synthesize it. The reactants are: [CH3:1][N:2]1[CH:6]=[C:5]([C:7]2[C:12]3[C:13](=[O:16])[NH:14][CH2:15][C:11]=3[CH:10]=[C:9]([NH:17][C@@H:18]3[CH2:23][CH2:22][CH2:21][CH2:20][C@@H:19]3[NH:24][C:25](=[O:31])[O:26][C:27]([CH3:30])([CH3:29])[CH3:28])[N:8]=2)[CH:4]=[N:3]1.[B-](F)(F)(F)[F:33].[B-](F)(F)(F)F.C1[N+]2(CCl)CC[N+](F)(CC2)C1.CO.O.